This data is from Cav3 T-type calcium channel HTS with 100,875 compounds. The task is: Binary Classification. Given a drug SMILES string, predict its activity (active/inactive) in a high-throughput screening assay against a specified biological target. (1) The drug is O1C(CN2C(\C(C(=O)C2=O)=C(\O)c2ccc(OCC)cc2)c2oc(cc2)C)CCC1. The result is 0 (inactive). (2) The drug is O=C(N1CCCCCC1)CCn1c2c(oc1=O)cccc2. The result is 0 (inactive).